Dataset: Forward reaction prediction with 1.9M reactions from USPTO patents (1976-2016). Task: Predict the product of the given reaction. (1) Given the reactants C[O:2][C:3]([C:5]1[CH:10]=[C:9]([Br:11])[CH:8]=[C:7]([O:12][CH3:13])[N:6]=1)=[O:4].[OH-].[Na+], predict the reaction product. The product is: [Br:11][C:9]1[CH:8]=[C:7]([O:12][CH3:13])[N:6]=[C:5]([C:3]([OH:4])=[O:2])[CH:10]=1. (2) The product is: [CH3:3][N:5]1[C:13]2[C:8](=[CH:9][C:10]([O:14][C:15]3[CH:20]=[CH:19][N:18]=[C:17]([NH:21][C:29]([N:46]4[CH2:45][CH2:44][N:43]([C:41](=[O:42])[C:40]([OH:39])([CH3:50])[CH3:49])[CH2:48][CH2:47]4)=[O:30])[CH:16]=3)=[CH:11][CH:12]=2)[CH:7]=[C:6]1[C:27]([NH2:24])=[O:51]. Given the reactants CN[C:3]([N:5]1[C:13]2[C:8](=[CH:9][C:10]([O:14][C:15]3[CH:20]=[CH:19][N:18]=[C:17]([NH2:21])[CH:16]=3)=[CH:11][CH:12]=2)[CH:7]=[CH:6]1)=O.C([N:24]([CH2:27]C)CC)C.[C:29](Cl)(=O)[O:30]C1C=CC=CC=1.[OH:39][C:40]([CH3:50])([CH3:49])[C:41]([N:43]1[CH2:48][CH2:47][NH:46][CH2:45][CH2:44]1)=[O:42].[O:51]1CCCC1, predict the reaction product.